Predict the reactants needed to synthesize the given product. From a dataset of Full USPTO retrosynthesis dataset with 1.9M reactions from patents (1976-2016). (1) The reactants are: Br[C:2]1[CH:7]=[C:6]([F:8])[CH:5]=[C:4]([Cl:9])[CH:3]=1.C([Li])CCCCC.CCCCCC.[Cl:23][CH2:24][C:25]([CH2:27][Cl:28])=[O:26]. Given the product [Cl:23][CH2:24][C:25]([C:2]1[CH:7]=[C:6]([F:8])[CH:5]=[C:4]([Cl:9])[CH:3]=1)([OH:26])[CH2:27][Cl:28], predict the reactants needed to synthesize it. (2) The reactants are: [CH2:1]([N:8]1[C:16]2[C:11](=[CH:12][C:13]([NH:17][C:18]3[CH:26]=[CH:25][C:24]([Cl:27])=[CH:23][C:19]=3[C:20]([OH:22])=O)=[CH:14][CH:15]=2)[CH:10]=[CH:9]1)[C:2]1[CH:7]=[CH:6][CH:5]=[CH:4][CH:3]=1.C(N1C=CN=C1)(N1C=CN=C1)=O.N12CCCN=C1CCCCC2.[CH3:51][S:52]([NH2:55])(=[O:54])=[O:53]. Given the product [CH2:1]([N:8]1[C:16]2[C:11](=[CH:12][C:13]([NH:17][C:18]3[CH:26]=[CH:25][C:24]([Cl:27])=[CH:23][C:19]=3[C:20]([NH:55][S:52]([CH3:51])(=[O:54])=[O:53])=[O:22])=[CH:14][CH:15]=2)[CH:10]=[CH:9]1)[C:2]1[CH:7]=[CH:6][CH:5]=[CH:4][CH:3]=1, predict the reactants needed to synthesize it.